This data is from Full USPTO retrosynthesis dataset with 1.9M reactions from patents (1976-2016). The task is: Predict the reactants needed to synthesize the given product. (1) Given the product [C:1]([O:4][C:5]([CH3:44])([CH3:43])[CH2:6][NH:7][C:8](=[O:42])[C@H:9]([N:17]([CH3:18])[C:19](=[O:41])[C@H:20]([NH:32][CH3:33])[CH2:21][C:22]1[CH:31]=[CH:30][C:29]2[C:24](=[CH:25][CH:26]=[CH:27][CH:28]=2)[CH:23]=1)[CH2:10][C:11]1[CH:12]=[CH:13][CH:14]=[CH:15][CH:16]=1)(=[O:3])[CH3:2], predict the reactants needed to synthesize it. The reactants are: [C:1]([O:4][C:5]([CH3:44])([CH3:43])[CH2:6][NH:7][C:8](=[O:42])[C@H:9]([N:17]([C:19](=[O:41])[C@H:20]([N:32](C(OC(C)(C)C)=O)[CH3:33])[CH2:21][C:22]1[CH:31]=[CH:30][C:29]2[C:24](=[CH:25][CH:26]=[CH:27][CH:28]=2)[CH:23]=1)[CH3:18])[CH2:10][C:11]1[CH:16]=[CH:15][CH:14]=[CH:13][CH:12]=1)(=[O:3])[CH3:2].FC(F)(F)C(O)=O. (2) Given the product [F:32][C:33]1[CH:41]=[CH:40][C:36]([CH:37]([O:39][C:2]2[N:7]=[C:6]([O:8][C:9]3[C:14]4[N:15]=[C:16]([NH:18][C:19](=[O:21])[CH3:20])[S:17][C:13]=4[CH:12]=[CH:11][CH:10]=3)[CH:5]=[C:4]([C:22]3[CH:27]=[CH:26][C:25]([C:28]([F:31])([F:30])[F:29])=[CH:24][CH:23]=3)[N:3]=2)[CH3:38])=[CH:35][CH:34]=1, predict the reactants needed to synthesize it. The reactants are: Cl[C:2]1[N:7]=[C:6]([O:8][C:9]2[C:14]3[N:15]=[C:16]([NH:18][C:19](=[O:21])[CH3:20])[S:17][C:13]=3[CH:12]=[CH:11][CH:10]=2)[CH:5]=[C:4]([C:22]2[CH:27]=[CH:26][C:25]([C:28]([F:31])([F:30])[F:29])=[CH:24][CH:23]=2)[N:3]=1.[F:32][C:33]1[CH:41]=[CH:40][C:36]([CH:37]([OH:39])[CH3:38])=[CH:35][CH:34]=1.C([O-])([O-])=O.[K+].[K+].CS(O[Na])=O. (3) Given the product [ClH:30].[ClH:54].[ClH:30].[CH:14]1([C:12]([C:6]2[CH:7]=[N:8][C:9]3[C:4]([C:5]=2[NH:17][C:18]2[CH:19]=[N:20][C:21]([NH:24][CH2:25][CH2:26][N:27]([CH3:28])[CH3:29])=[CH:22][CH:23]=2)=[CH:3][C:2]([C:35]2[CH:36]=[C:31]([Cl:30])[C:32]([OH:47])=[C:33]([Cl:46])[CH:34]=2)=[CH:11][CH:10]=3)=[O:13])[CH2:16][CH2:15]1, predict the reactants needed to synthesize it. The reactants are: Br[C:2]1[CH:3]=[C:4]2[C:9](=[CH:10][CH:11]=1)[N:8]=[CH:7][C:6]([C:12]([CH:14]1[CH2:16][CH2:15]1)=[O:13])=[C:5]2[NH:17][C:18]1[CH:19]=[N:20][C:21]([NH:24][CH2:25][CH2:26][N:27]([CH3:29])[CH3:28])=[CH:22][CH:23]=1.[Cl:30][C:31]1[CH:36]=[C:35](B2OC(C)(C)C(C)(C)O2)[CH:34]=[C:33]([Cl:46])[C:32]=1[OH:47].C([O-])([O-])=O.[Cs+].[Cs+].[ClH:54]. (4) Given the product [Cl:1][C:2]1[CH:3]=[N:4][C:5]2[N:6]([N:8]=[C:9]([C:11]([N:16]3[CH2:17][CH2:18][C:19]4[C:24](=[CH:23][CH:22]=[N:21][CH:20]=4)[CH:15]3[CH3:14])=[O:13])[CH:10]=2)[CH:7]=1, predict the reactants needed to synthesize it. The reactants are: [Cl:1][C:2]1[CH:3]=[N:4][C:5]2[N:6]([N:8]=[C:9]([C:11]([OH:13])=O)[CH:10]=2)[CH:7]=1.[CH3:14][CH:15]1[C:24]2[C:19](=[CH:20][N:21]=[CH:22][CH:23]=2)[CH2:18][CH2:17][NH:16]1. (5) Given the product [C:1]([O:5][C:6]([NH:8][CH2:9][C:10]1[CH:11]=[C:12]([C:17]2[CH:18]=[C:19]([C:24]([CH3:27])=[CH:25][CH:26]=2)[C:20]([O:22][CH3:23])=[O:21])[CH:13]=[CH:14][C:15]=1[O:16][CH2:29][CH3:30])=[O:7])([CH3:4])([CH3:3])[CH3:2], predict the reactants needed to synthesize it. The reactants are: [C:1]([O:5][C:6]([NH:8][CH2:9][C:10]1[CH:11]=[C:12]([C:17]2[CH:18]=[C:19]([C:24]([CH3:27])=[CH:25][CH:26]=2)[C:20]([O:22][CH3:23])=[O:21])[CH:13]=[CH:14][C:15]=1[OH:16])=[O:7])([CH3:4])([CH3:3])[CH3:2].I[CH2:29][CH3:30].C(=O)([O-])[O-].[Cs+].[Cs+].